Dataset: Forward reaction prediction with 1.9M reactions from USPTO patents (1976-2016). Task: Predict the product of the given reaction. (1) Given the reactants [C:1]([CH2:3][CH:4]([N:23]1[CH:27]=[C:26]([C:28]2[C:29]3[CH:36]=[CH:35][N:34](COCC[Si](C)(C)C)[C:30]=3[N:31]=[CH:32][N:33]=2)[CH:25]=[N:24]1)[CH2:5][N:6]1[CH2:11][CH2:10][CH:9]([O:12][C:13]2[CH:14]=[C:15]([CH:19]=[C:20]([F:22])[CH:21]=2)[C:16](O)=[O:17])[CH2:8][CH2:7]1)#[N:2].[CH2:45]([NH2:47])[CH3:46].C1COCC1.C(N(CC)CC)C.F[P-](F)(F)(F)(F)F.N1(O[P+](N(C)C)(N(C)C)N(C)C)C2C=CC=CC=2N=N1, predict the reaction product. The product is: [C:1]([CH2:3][CH:4]([N:23]1[CH:27]=[C:26]([C:28]2[C:29]3[CH:36]=[CH:35][NH:34][C:30]=3[N:31]=[CH:32][N:33]=2)[CH:25]=[N:24]1)[CH2:5][N:6]1[CH2:7][CH2:8][CH:9]([O:12][C:13]2[CH:14]=[C:15]([CH:19]=[C:20]([F:22])[CH:21]=2)[C:16]([NH:47][CH2:45][CH3:46])=[O:17])[CH2:10][CH2:11]1)#[N:2]. (2) Given the reactants O[C:2]12[CH2:9][N:8]([C:10]([O:12][C:13]([CH3:16])([CH3:15])[CH3:14])=[O:11])[CH2:7][CH:6]1[CH:5]=[N:4][NH:3]2.CO.O.C1(C)C=CC(S(O)(=O)=O)=CC=1.C([O-])(O)=O.[Na+], predict the reaction product. The product is: [NH:3]1[C:2]2[CH2:9][N:8]([C:10]([O:12][C:13]([CH3:16])([CH3:15])[CH3:14])=[O:11])[CH2:7][C:6]=2[CH:5]=[N:4]1. (3) Given the reactants [O:1]1[C:4]2([CH2:9][CH2:8][NH:7][CH2:6][CH2:5]2)[CH2:3][CH2:2]1.F[C:11]1[CH:18]=[CH:17][C:16]([C:19]2[N:24]=[C:23]([NH:25][C:26]3[CH:31]=[CH:30][C:29]([N:32]4[CH2:37][CH2:36][N:35]([CH:38]5[CH2:41][O:40][CH2:39]5)[CH2:34][CH2:33]4)=[CH:28][CH:27]=3)[N:22]=[CH:21][N:20]=2)=[CH:15][C:12]=1[C:13]#[N:14], predict the reaction product. The product is: [O:40]1[CH2:39][CH:38]([N:35]2[CH2:36][CH2:37][N:32]([C:29]3[CH:28]=[CH:27][C:26]([NH:25][C:23]4[N:22]=[CH:21][N:20]=[C:19]([C:16]5[CH:17]=[CH:18][C:11]([N:7]6[CH2:8][CH2:9][C:4]7([O:1][CH2:2][CH2:3]7)[CH2:5][CH2:6]6)=[C:12]([CH:15]=5)[C:13]#[N:14])[N:24]=4)=[CH:31][CH:30]=3)[CH2:33][CH2:34]2)[CH2:41]1.